This data is from Reaction yield outcomes from USPTO patents with 853,638 reactions. The task is: Predict the reaction yield, written as a fraction of the theoretical maximum amount of product (1.0 means a 100% yield; for example, 0.34 means a 34% yield). (1) The reactants are [NH2:1][C:2]1[CH:10]=[CH:9][CH:8]=[C:4]([C:5]([OH:7])=O)[C:3]=1[C:11]([OH:13])=[O:12].[C:14](OC(=O)C)(=[O:16])[CH3:15]. No catalyst specified. The product is [C:14]([NH:1][C:2]1[CH:10]=[CH:9][CH:8]=[C:4]2[C:5]([O:13][C:11](=[O:12])[C:3]=12)=[O:7])(=[O:16])[CH3:15]. The yield is 0.610. (2) The reactants are C([CH:4]([N:9]1[C:13]([CH2:14][CH3:15])=[C:12]([O:16][C:17]2[CH:22]=[CH:21][C:20]([C:23]#[N:24])=[CH:19][CH:18]=2)[C:11]([CH2:25][CH3:26])=[N:10]1)[C:5]([NH:7][NH2:8])=[O:6])(=O)C.C(C1C=C[C:32]([O:33]C2C(CC)=NN(CC(O)=O)C=2CC)=CC=1)#N.C(NN)=O. No catalyst specified. The product is [C:23]([C:20]1[CH:19]=[CH:18][C:17]([O:16][C:12]2[C:11]([CH2:25][CH3:26])=[N:10][N:9]([CH2:4][C:5]([N:7]([CH:32]=[O:33])[NH2:8])=[O:6])[C:13]=2[CH2:14][CH3:15])=[CH:22][CH:21]=1)#[N:24]. The yield is 0.510. (3) The reactants are [NH:1]1[CH2:4][CH:3]([C:5]2[NH:9][C:8]3[CH:10]=[CH:11][C:12]([C:14]#[N:15])=[CH:13][C:7]=3[N:6]=2)[CH2:2]1.[Cl:16][C:17]1[C:22](Cl)=[N:21][CH:20]=[CH:19][N:18]=1.C([O-])([O-])=O.[K+].[K+]. The catalyst is CC#N. The product is [Cl:16][C:17]1[C:22]([N:1]2[CH2:4][CH:3]([C:5]3[NH:9][C:8]4[CH:10]=[CH:11][C:12]([C:14]#[N:15])=[CH:13][C:7]=4[N:6]=3)[CH2:2]2)=[N:21][CH:20]=[CH:19][N:18]=1. The yield is 0.650. (4) The reactants are [O:1]1[C:5]2[CH:6]=[CH:7][C:8]([C:10]3([CH2:15][NH2:16])[CH2:14][CH2:13][CH2:12][CH2:11]3)=[CH:9][C:4]=2[O:3][CH2:2]1.[O:17]1[C:21]2[CH:22]=[CH:23][CH:24]=[CH:25][C:20]=2[CH:19]=[C:18]1[C:26](Cl)=[O:27].C(N(CC)CC)C. The catalyst is O1CCOCC1. The product is [O:1]1[C:5]2[CH:6]=[CH:7][C:8]([C:10]3([CH2:15][NH:16][C:26]([C:18]4[O:17][C:21]5[CH:22]=[CH:23][CH:24]=[CH:25][C:20]=5[CH:19]=4)=[O:27])[CH2:14][CH2:13][CH2:12][CH2:11]3)=[CH:9][C:4]=2[O:3][CH2:2]1. The yield is 0.178. (5) The yield is 0.480. The catalyst is C1(C)C=CC=CC=1.CC([O-])=O.CC([O-])=O.[Pd+2]. The product is [C:1]([NH:5][C:6]1[CH:11]=[C:10]([NH:21][C:18]2[CH:19]=[CH:20][C:15]([O:14][CH3:13])=[CH:16][CH:17]=2)[N:9]=[CH:8][N:7]=1)([CH3:4])([CH3:3])[CH3:2]. The reactants are [C:1]([NH:5][C:6]1[CH:11]=[C:10](Cl)[N:9]=[CH:8][N:7]=1)([CH3:4])([CH3:3])[CH3:2].[CH3:13][O:14][C:15]1[CH:20]=[CH:19][C:18]([NH2:21])=[CH:17][CH:16]=1.C1C=CC(P(C2C(C3C(P(C4C=CC=CC=4)C4C=CC=CC=4)=CC=C4C=3C=CC=C4)=C3C(C=CC=C3)=CC=2)C2C=CC=CC=2)=CC=1.